From a dataset of Peptide-MHC class I binding affinity with 185,985 pairs from IEDB/IMGT. Regression. Given a peptide amino acid sequence and an MHC pseudo amino acid sequence, predict their binding affinity value. This is MHC class I binding data. (1) The peptide sequence is WIRTPPAYR. The MHC is Patr-A0101 with pseudo-sequence Patr-A0101. The binding affinity (normalized) is 0.730. (2) The peptide sequence is DYSVLYNSTF. The MHC is HLA-A29:02 with pseudo-sequence HLA-A29:02. The binding affinity (normalized) is 0.275. (3) The binding affinity (normalized) is 0.0847. The MHC is HLA-A02:03 with pseudo-sequence HLA-A02:03. The peptide sequence is RGYVWTNGY.